From a dataset of Experimentally validated miRNA-target interactions with 360,000+ pairs, plus equal number of negative samples. Binary Classification. Given a miRNA mature sequence and a target amino acid sequence, predict their likelihood of interaction. (1) The miRNA is hsa-miR-93-3p with sequence ACUGCUGAGCUAGCACUUCCCG. The protein sequence of the target gene is MGDVKNFLYAWCGKRKMTPSYEIRAVGNKNRQKFMCEVQVEGYNYTGMGNSTNKKDAQSNAARDFVNYLVRINEIKSEEVPAFGVASPPPLTDTPDTTANAEGDLPTTMGGPLPPHLALKAENNSEVGASGYGVPGPTWDRGANLKDYYSRKEEQEVQATLESEEVDLNAGLHGNWTLENAKARLNQYFQKEKIQGEYKYTQVGPDHNRSFIAEMTIYIKQLGRRIFAREHGSNKKLAAQSCALSLVRQLYHLGVVEAYSGLTKKKEGETVEPYKVNLSQDLEHQLQNIIQELNLEILPP.... Result: 1 (interaction). (2) The miRNA is hsa-miR-590-3p with sequence UAAUUUUAUGUAUAAGCUAGU. The protein sequence of the target gene is MPGPTQTLSPNGENNNDIIQDNNGTIIPFRKHTVRGERSYSWGMAVNVYSTSITQETMSRHDIIAWVNDIVSLNYTKVEQLCSGAAYCQFMDMLFPGCISLKKVKFQAKLEHEYIHNFKLLQASFKRMNVDKVIPVEKLVKGRFQDNLDFIQWFKKFYDANYDGKEYDPVEARQGQDAIPPPDPGEQIFNLPKKSHHANSPTAGAAKSSPAAKPGSTPSRPSSAKRASSSGSASKSDKDLETQVIQLNEQVHSLKLALEGVEKERDFYFGKLREIELLCQEHGQENDDLVQRLMDILYAS.... Result: 0 (no interaction). (3) The miRNA is hsa-miR-3658 with sequence UUUAAGAAAACACCAUGGAGAU. The protein sequence of the target gene is MSGDYEDDLCRRALILVSDLCARVRDADTNDRCQEFNELRIRGYPRGPDADISVSLLSVIVTFCGIVLLGVSLFVSWKLCWVPWRDKGGSAVGGGPLRKDLAPGVGLAGLVGGGGHHLGASLGGHPLLGGPHHHGHTAHHPPFAELLEPGGLGGSEPPEPSYLDMDSYPEAAVASVVAAGVKPSQTSPELPSEGGTGSGLLLLPPSGGGLPSAQSHQQVTSLAPTTRYPALPRPLTQQTLTTQADPSTEERPPALPLPLPGGEEKAKLIGQIKPELYQGTGPGGRRGGGSGEAGAPCGRI.... Result: 0 (no interaction). (4) The miRNA is mmu-miR-1961 with sequence UGAGGUAGUAGUUAGAA. The protein sequence of the target gene is MSQVAAESTAGLDQQFVGLDLKSSDNQNGGGNTESKGRYIPPHLRNRETSKGVCDKDSSGWSCSKDKDAYSSFGSRDSRGKPNYFSDRGSGSRGRFDDHGRNDYDGIGGRDRTGFGKFERSGHSRWSDRSDEDDWSKPLPPSERLEQELFSGGNTGINFEKYDDIPVEATGNNCPPHIENFSDIEMGEIIMGNIELTRYTRPTPVQKHAIPIIKEKRDLMACAQTGSGKTAAFLLPILSQIYTDGPGEALKAMKENGRYGRRKQYPISLVLAPTRELAVQIYEEARKFSYRSRVRPCVVY.... Result: 0 (no interaction). (5) The miRNA is mmu-miR-181b-5p with sequence AACAUUCAUUGCUGUCGGUGGGUU. The protein sequence of the target gene is MELSAIGEQVFAVESIRKKRVRKGKVEYLVKWKGWPPKYSTWEPEEHILDPRLVMAYEEKEERDRASGYRKRGPKPRRLLLQESAAPDVVQTPGDWEPMEQAPEEEAEADLTNGPPPWTPTLPSSEVTVTDITANSVTVTFREAQAAEGFFRDRNEKL. Result: 1 (interaction).